Predict which catalyst facilitates the given reaction. From a dataset of Catalyst prediction with 721,799 reactions and 888 catalyst types from USPTO. (1) Reactant: [F:1][C:2]1[C:11]2[N:10]=[C:9]([CH3:12])[CH:8]=[CH:7][C:6]=2[C:5]([OH:13])=[CH:4][CH:3]=1.N1C=CC=CC=1.[F:20][C:21]([F:34])([F:33])[S:22](O[S:22]([C:21]([F:34])([F:33])[F:20])(=[O:24])=[O:23])(=[O:24])=[O:23].O. Product: [F:20][C:21]([F:34])([F:33])[S:22]([O:13][C:5]1[CH:4]=[CH:3][C:2]([F:1])=[C:11]2[C:6]=1[CH:7]=[CH:8][C:9]([CH3:12])=[N:10]2)(=[O:24])=[O:23]. The catalyst class is: 2. (2) Reactant: [Br:1][C:2]1[CH:10]=[C:9]2[C:5]([C:6](I)=[N:7][NH:8]2)=[CH:4][CH:3]=1.[C:12]([O:16][C:17]([N:19]1[C:27]2[C:22](=[CH:23][C:24]([CH2:28][O:29][Si:30]([C:33]([CH3:36])([CH3:35])[CH3:34])([CH3:32])[CH3:31])=[CH:25][CH:26]=2)[CH:21]=[C:20]1B(O)O)=[O:18])([CH3:15])([CH3:14])[CH3:13].[Cl-].[Li+].C(=O)([O-])[O-].[Na+].[Na+]. Product: [Br:1][C:2]1[CH:10]=[C:9]2[C:5]([C:6]([C:20]3[N:19]([C:17]([O:16][C:12]([CH3:15])([CH3:14])[CH3:13])=[O:18])[C:27]4[C:22]([CH:21]=3)=[CH:23][C:24]([CH2:28][O:29][Si:30]([C:33]([CH3:34])([CH3:35])[CH3:36])([CH3:32])[CH3:31])=[CH:25][CH:26]=4)=[N:7][NH:8]2)=[CH:4][CH:3]=1. The catalyst class is: 77. (3) The catalyst class is: 28. Reactant: C(OC([NH:8][CH2:9][CH2:10][C:11]1[C:20](=[O:21])[C:19]2[C:14](=[CH:15][CH:16]=[CH:17][CH:18]=2)[C:13](=[O:22])[CH:12]=1)=O)(C)(C)C.C(Cl)Cl.C(O)(C(F)(F)F)=O.Cl. Product: [NH2:8][CH2:9][CH2:10][C:11]1[C:20](=[O:21])[C:19]2[C:14]([C:13](=[O:22])[CH:12]=1)=[CH:15][CH:16]=[CH:17][CH:18]=2. (4) Reactant: I[CH2:2][CH:3]1[CH2:14][C:13]2[C:15]3[C:5](=[N:6][CH:7]=[N:8][C:9]=3[CH:10]=[C:11]([O:18][CH3:19])[C:12]=2[O:16][CH3:17])[N:4]1[C:20]1[CH:25]=[CH:24][CH:23]=[CH:22][CH:21]=1.C1CCN2C(=NCCC2)CC1. Product: [CH3:17][O:16][C:12]1[C:11]([O:18][CH3:19])=[CH:10][C:9]2=[C:15]3[C:13]=1[CH:14]=[C:3]([CH3:2])[N:4]([C:20]1[CH:25]=[CH:24][CH:23]=[CH:22][CH:21]=1)[C:5]3=[N:6][CH:7]=[N:8]2. The catalyst class is: 648. (5) Reactant: [C:1]1([CH2:7][C:8]2[C:9]([C:14]([OH:16])=O)=[CH:10][CH:11]=[CH:12][CH:13]=2)[CH:6]=[CH:5][CH:4]=[CH:3][CH:2]=1.S(Cl)([Cl:19])=O.CN(C=O)C. Product: [CH2:7]([C:8]1[CH:13]=[CH:12][CH:11]=[CH:10][C:9]=1[C:14]([Cl:19])=[O:16])[C:1]1[CH:6]=[CH:5][CH:4]=[CH:3][CH:2]=1. The catalyst class is: 2. (6) Reactant: [CH2:1]([O:3][C:4](=[O:31])[C:5]([NH:9][C:10]([C:12]1[CH:21]=[C:20]([Cl:22])[C:19]2[C:14](=[CH:15][CH:16]=[CH:17][CH:18]=2)[C:13]=1[O:23][CH2:24][CH:25]1[CH2:30][CH2:29][NH:28][CH2:27][CH2:26]1)=[O:11])([CH3:8])[CH2:6][CH3:7])[CH3:2].[C:32](Cl)(=[O:34])[CH3:33].CCN(CC)CC. Product: [CH2:1]([O:3][C:4](=[O:31])[C:5]([NH:9][C:10]([C:12]1[CH:21]=[C:20]([Cl:22])[C:19]2[C:14](=[CH:15][CH:16]=[CH:17][CH:18]=2)[C:13]=1[O:23][CH2:24][CH:25]1[CH2:26][CH2:27][N:28]([C:32](=[O:34])[CH3:33])[CH2:29][CH2:30]1)=[O:11])([CH3:8])[CH2:6][CH3:7])[CH3:2]. The catalyst class is: 4. (7) Reactant: [CH2:1]([S:3]([C:6]1[CH:7]=[C:8]([C:22]2[N:27]=[C:26]([CH3:28])[N:25]=[C:24]([N:29](CC3C=CC(OC)=CC=3)CC3C=CC(OC)=CC=3)[N:23]=2)[C:9]([NH:12][C:13]2[CH:14]=[N:15][C:16]([O:20][CH3:21])=[C:17]([F:19])[CH:18]=2)=[N:10][CH:11]=1)(=[O:5])=[O:4])[CH3:2].FC(F)(F)S(O)(=O)=O.[OH-].[Na+]. Product: [CH2:1]([S:3]([C:6]1[CH:7]=[C:8]([C:22]2[N:27]=[C:26]([CH3:28])[N:25]=[C:24]([NH2:29])[N:23]=2)[C:9]([NH:12][C:13]2[CH:14]=[N:15][C:16]([O:20][CH3:21])=[C:17]([F:19])[CH:18]=2)=[N:10][CH:11]=1)(=[O:4])=[O:5])[CH3:2]. The catalyst class is: 67. (8) Reactant: C([N:14]1[CH2:17][CH:16]([O:18][CH:19]([C:27]2[CH:32]=[CH:31][C:30]([Cl:33])=[CH:29][CH:28]=2)[C:20]2[CH:25]=[CH:24][C:23]([Cl:26])=[CH:22][CH:21]=2)[CH2:15]1)(C1C=CC=CC=1)C1C=CC=CC=1.ClC(OC(Cl)=O)C. Product: [Cl:26][C:23]1[CH:24]=[CH:25][C:20]([CH:19]([O:18][CH:16]2[CH2:17][NH:14][CH2:15]2)[C:27]2[CH:28]=[CH:29][C:30]([Cl:33])=[CH:31][CH:32]=2)=[CH:21][CH:22]=1. The catalyst class is: 4. (9) Reactant: [C:1]([C:5]1[CH:9]=[C:8]([NH:10][C:11](=[O:45])[NH:12][C:13]2[C:22]3[C:17](=[CH:18][CH:19]=[CH:20][CH:21]=3)[C:16]([O:23][CH2:24][C:25]3[CH:30]=[CH:29][N:28]=[C:27]([NH:31][C:32](=[O:44])[C@@H:33]([N:35](C)[C:36](=O)OC(C)(C)C)[CH3:34])[CH:26]=3)=[CH:15][CH:14]=2)[N:7]([C:46]2[CH:51]=[CH:50][C:49]([CH3:52])=[CH:48][CH:47]=2)[N:6]=1)([CH3:4])([CH3:3])[CH3:2]. Product: [C:1]([C:5]1[CH:9]=[C:8]([NH:10][C:11](=[O:45])[NH:12][C:13]2[C:22]3[C:17](=[CH:18][CH:19]=[CH:20][CH:21]=3)[C:16]([O:23][CH2:24][C:25]3[CH:30]=[CH:29][N:28]=[C:27]([NH:31][C:32](=[O:44])[C@@H:33]([NH:35][CH3:36])[CH3:34])[CH:26]=3)=[CH:15][CH:14]=2)[N:7]([C:46]2[CH:47]=[CH:48][C:49]([CH3:52])=[CH:50][CH:51]=2)[N:6]=1)([CH3:4])([CH3:2])[CH3:3]. The catalyst class is: 157. (10) Product: [Br:32][C:28]1[CH:27]=[C:26]([C:13]2[C:11]3[N:12]=[C:8]([NH2:7])[S:9][C:10]=3[CH:16]=[C:15]([CH2:17][C:19]3[CH:20]=[CH:21][C:22]([F:25])=[CH:23][CH:24]=3)[CH:14]=2)[CH:31]=[CH:30][CH:29]=1. Reactant: C(OC(=O)[NH:7][C:8]1[S:9][C:10]2[CH:16]=[C:15]([CH:17]([C:19]3[CH:24]=[CH:23][C:22]([F:25])=[CH:21][CH:20]=3)O)[CH:14]=[C:13]([C:26]3[CH:31]=[CH:30][CH:29]=[C:28]([Br:32])[CH:27]=3)[C:11]=2[N:12]=1)(C)(C)C.[SiH](CC)(CC)CC.C(Cl)Cl.CCCCCC. The catalyst class is: 631.